From a dataset of Forward reaction prediction with 1.9M reactions from USPTO patents (1976-2016). Predict the product of the given reaction. (1) Given the reactants Cl[C:2]1[C:11]2[C:6](=[CH:7][C:8]([NH:12][S:13]([C:16]3[CH:21]=[CH:20][C:19]([Cl:22])=[CH:18][CH:17]=3)(=[O:15])=[O:14])=[CH:9][CH:10]=2)[CH:5]=[CH:4][N:3]=1.[CH2:23]([OH:25])[CH3:24].[H-].[Na+].O, predict the reaction product. The product is: [Cl:22][C:19]1[CH:20]=[CH:21][C:16]([S:13]([NH:12][C:8]2[CH:7]=[C:6]3[C:11](=[CH:10][CH:9]=2)[C:2]([O:25][CH2:23][CH3:24])=[N:3][CH:4]=[CH:5]3)(=[O:15])=[O:14])=[CH:17][CH:18]=1. (2) Given the reactants [F:1][C:2]([F:17])([F:16])[C:3]1[CH:4]=[C:5]([C:9]2[S:10][CH:11]=[C:12]([CH2:14][OH:15])[N:13]=2)[CH:6]=[CH:7][CH:8]=1.[C:18](Cl)(=[O:20])[CH3:19].C(N(CC)CC)C, predict the reaction product. The product is: [C:18]([O:15][CH2:14][C:12]1[N:13]=[C:9]([C:5]2[CH:6]=[CH:7][CH:8]=[C:3]([C:2]([F:1])([F:16])[F:17])[CH:4]=2)[S:10][CH:11]=1)(=[O:20])[CH3:19]. (3) Given the reactants [N+:1]([C:4]1[CH:12]=[CH:11][C:7]([CH2:8][CH2:9][OH:10])=[CH:6][CH:5]=1)([O-:3])=[O:2].C(N(CC)CC)C.[S:20](Cl)([C:23]1[CH:29]=[CH:28][C:26]([CH3:27])=[CH:25][CH:24]=1)(=[O:22])=[O:21], predict the reaction product. The product is: [S:20]([C:23]1[CH:29]=[CH:28][C:26]([CH3:27])=[CH:25][CH:24]=1)([O:10][CH2:9][CH2:8][C:7]1[CH:6]=[CH:5][C:4]([N+:1]([O-:3])=[O:2])=[CH:12][CH:11]=1)(=[O:22])=[O:21]. (4) Given the reactants [Br:1][C:2]1[CH:3]=[CH:4][C:5]2[O:14][C:13]3[C:12](=[O:15])[NH:11][C:10]([CH:16]4[CH2:20][CH2:19][NH:18][CH2:17]4)=[N:9][C:8]=3[C:6]=2[CH:7]=1.[CH3:21]N(C=O)C.C=O.C(O[BH-](OC(=O)C)OC(=O)C)(=O)C.[Na+], predict the reaction product. The product is: [Br:1][C:2]1[CH:3]=[CH:4][C:5]2[O:14][C:13]3[C:12](=[O:15])[NH:11][C:10]([CH:16]4[CH2:20][CH2:19][N:18]([CH3:21])[CH2:17]4)=[N:9][C:8]=3[C:6]=2[CH:7]=1. (5) Given the reactants Br[C:2]1[N:7]=[C:6]([NH:8][C@H:9]([C:11]2[C:12](=[O:22])[NH:13][C:14]3[C:19]([CH:20]=2)=[CH:18][C:17]([Cl:21])=[CH:16][CH:15]=3)[CH3:10])[CH:5]=[CH:4][CH:3]=1.[O:23]1[CH2:27][CH2:26][NH:25][C:24]1=[O:28].P([O-])([O-])([O-])=O.[K+].[K+].[K+].N[C@@H]1CCCC[C@H]1N, predict the reaction product. The product is: [Cl:21][C:17]1[CH:18]=[C:19]2[C:14](=[CH:15][CH:16]=1)[NH:13][C:12](=[O:22])[C:11]([C@@H:9]([NH:8][C:6]1[N:7]=[C:2]([N:25]3[CH2:26][CH2:27][O:23][C:24]3=[O:28])[CH:3]=[CH:4][CH:5]=1)[CH3:10])=[CH:20]2. (6) Given the reactants [H-].[H-].[H-].[H-].[Li+].[Al+3].C1COCC1.[NH2:12][C@@H:13]([C:18]([OH:20])=O)[CH2:14][CH:15]([CH3:17])[CH3:16].[C:21](O[C:21]([O:23][C:24]([CH3:27])([CH3:26])[CH3:25])=[O:22])([O:23][C:24]([CH3:27])([CH3:26])[CH3:25])=[O:22], predict the reaction product. The product is: [C:24]([O:23][C:21](=[O:22])[NH:12][C@@H:13]([CH2:18][OH:20])[CH2:14][CH:15]([CH3:16])[CH3:17])([CH3:27])([CH3:26])[CH3:25].